Dataset: Catalyst prediction with 721,799 reactions and 888 catalyst types from USPTO. Task: Predict which catalyst facilitates the given reaction. (1) Reactant: N1C=CC=CC=1.[CH3:7][O:8][C:9]1[N:14]=[CH:13][C:12](B(O)O)=[CH:11][CH:10]=1.[CH3:18][Si:19]([CH3:31])([CH3:30])[C:20]1[CH:24]=[C:23]([C:25]([O:27][CH2:28][CH3:29])=[O:26])[NH:22][N:21]=1. The catalyst class is: 302. Product: [CH3:7][O:8][C:9]1[N:14]=[CH:13][C:12]([N:22]2[C:23]([C:25]([O:27][CH2:28][CH3:29])=[O:26])=[CH:24][C:20]([Si:19]([CH3:18])([CH3:31])[CH3:30])=[N:21]2)=[CH:11][CH:10]=1. (2) Reactant: C(OC([N:8]1[CH2:13][CH:12]2[CH2:14][CH:9]1[CH2:10][N:11]2[C:15]1[C:23]2[C:18](=[CH:19][C:20]([F:24])=[CH:21][CH:22]=2)[N:17]([C:25]2[CH:30]=[CH:29][N:28]=[C:27]([NH:31][CH:32]([C:34]3[CH:39]=[CH:38][CH:37]=[CH:36][CH:35]=3)[CH3:33])[CH:26]=2)[N:16]=1)=O)(C)(C)C.ClCCl.C(=O)(O)[O-].[Na+]. Product: [CH:12]12[CH2:14][CH:9]([NH:8][CH2:13]1)[CH2:10][N:11]2[C:15]1[C:23]2[C:18](=[CH:19][C:20]([F:24])=[CH:21][CH:22]=2)[N:17]([C:25]2[CH:30]=[CH:29][N:28]=[C:27]([NH:31][CH:32]([C:34]3[CH:35]=[CH:36][CH:37]=[CH:38][CH:39]=3)[CH3:33])[CH:26]=2)[N:16]=1. The catalyst class is: 71.